This data is from Reaction yield outcomes from USPTO patents with 853,638 reactions. The task is: Predict the reaction yield, written as a fraction of the theoretical maximum amount of product (1.0 means a 100% yield; for example, 0.34 means a 34% yield). (1) The reactants are [Cl:1][S:2]([OH:5])(=O)=[O:3].[NH:6]1[C:14]2[C:9](=[CH:10][CH:11]=[CH:12][CH:13]=2)[CH2:8][C:7]1=[O:15]. The catalyst is O. The product is [Cl:1][S:2]([C:11]1[CH:10]=[C:9]2[C:14](=[CH:13][CH:12]=1)[NH:6][C:7](=[O:15])[CH2:8]2)(=[O:5])=[O:3]. The yield is 0.500. (2) The reactants are [NH:1]1[C:5]2[CH:6]=[CH:7][CH:8]=[CH:9][C:4]=2[N:3]=[C:2]1[CH2:10][N:11]([CH3:22])[CH:12]1[C:21]2[N:20]=[CH:19][CH:18]=[CH:17][C:16]=2[CH2:15][CH2:14][CH2:13]1.Cl[CH2:24][C:25]#[C:26][CH2:27][NH:28][C:29](=[O:35])[O:30][C:31]([CH3:34])([CH3:33])[CH3:32].CN(CC1N(CC2C=NC=CC=2)C2C=CC=CC=2N=1)C1C2N=CC=CC=2CCC1. No catalyst specified. The product is [CH3:22][N:11]([CH2:10][C:2]1[N:3]([CH2:24][C:25]#[C:26][CH2:27][NH:28][C:29](=[O:35])[O:30][C:31]([CH3:34])([CH3:33])[CH3:32])[C:4]2[CH:9]=[CH:8][CH:7]=[CH:6][C:5]=2[N:1]=1)[CH:12]1[C:21]2[N:20]=[CH:19][CH:18]=[CH:17][C:16]=2[CH2:15][CH2:14][CH2:13]1. The yield is 0.460. (3) The reactants are [C:1]([O:5][C:6](=[O:16])[NH:7][CH2:8][C:9]1[CH:14]=[CH:13][C:12]([Br:15])=[CH:11][CH:10]=1)([CH3:4])([CH3:3])[CH3:2].[CH3:17]I. The catalyst is CN(C=O)C. The product is [C:1]([O:5][C:6](=[O:16])[N:7]([CH2:8][C:9]1[CH:10]=[CH:11][C:12]([Br:15])=[CH:13][CH:14]=1)[CH3:17])([CH3:4])([CH3:2])[CH3:3]. The yield is 0.980. (4) The reactants are [CH2:1]1[CH:5]2[CH2:6][NH:7][CH2:8][CH:4]2[CH2:3][N:2]1[C:9]1[N:14]=[C:13]([C:15]([F:18])([F:17])[F:16])[N:12]=[C:11]([N:19]([CH3:21])[CH3:20])[CH:10]=1.[F:22][C:23]1[CH:31]=[C:30]([N:32]2[N:36]=[CH:35][CH:34]=[N:33]2)[C:26]([C:27](O)=[O:28])=[CH:25][CH:24]=1.CN(C(ON1N=NC2C=CC=NC1=2)=[N+](C)C)C.F[P-](F)(F)(F)(F)F.CCN(C(C)C)C(C)C. The catalyst is CN(C=O)C.C(OCC)(=O)C. The product is [F:22][C:23]1[CH:24]=[CH:25][C:26]([C:27]([N:7]2[CH2:6][CH:5]3[CH2:1][N:2]([C:9]4[N:14]=[C:13]([C:15]([F:18])([F:17])[F:16])[N:12]=[C:11]([N:19]([CH3:21])[CH3:20])[CH:10]=4)[CH2:3][CH:4]3[CH2:8]2)=[O:28])=[C:30]([N:32]2[N:36]=[CH:35][CH:34]=[N:33]2)[CH:31]=1. The yield is 0.516. (5) The reactants are C([N:8]1[CH2:13][CH2:12][N:11]([C:14]2[CH:15]=[C:16]3[C:20](=[CH:21][C:22]=2[O:23][CH3:24])[N:19]([C:25]2[CH:30]=[CH:29][CH:28]=[CH:27][CH:26]=2)[N:18]=[C:17]3[S:31]([C:34]2[CH:39]=[CH:38][CH:37]=[CH:36][CH:35]=2)(=[O:33])=[O:32])[CH2:10][CH2:9]1)C1C=CC=CC=1.[Cl:40]C(OC(Cl)=O)C. The catalyst is ClCCCl. The product is [ClH:40].[CH3:24][O:23][C:22]1[CH:21]=[C:20]2[C:16]([C:17]([S:31]([C:34]3[CH:39]=[CH:38][CH:37]=[CH:36][CH:35]=3)(=[O:32])=[O:33])=[N:18][N:19]2[C:25]2[CH:30]=[CH:29][CH:28]=[CH:27][CH:26]=2)=[CH:15][C:14]=1[N:11]1[CH2:12][CH2:13][NH:8][CH2:9][CH2:10]1. The yield is 0.820. (6) The reactants are FC(F)(F)C(O)=O.CS(O)(=O)=O.C([O:20][C:21]1[CH:22]=[C:23]2[C:28](=[CH:29][C:30]=1[O:31][CH3:32])[N:27]=[CH:26][CH:25]=[C:24]2[O:33][C:34]1[C:35]([CH3:44])=[N:36][C:37]2[C:42]([CH:43]=1)=[CH:41][CH:40]=[CH:39][CH:38]=2)C1C=CC=CC=1. No catalyst specified. The product is [CH3:32][O:31][C:30]1[CH:29]=[C:28]2[C:23]([C:24]([O:33][C:34]3[C:35]([CH3:44])=[N:36][C:37]4[C:42]([CH:43]=3)=[CH:41][CH:40]=[CH:39][CH:38]=4)=[CH:25][CH:26]=[N:27]2)=[CH:22][C:21]=1[OH:20]. The yield is 0.0500. (7) The reactants are [Br:1][CH2:2][CH2:3]Br.[Br:5][C:6]1[CH:11]=[CH:10][C:9]([Br:12])=[CH:8][C:7]=1[OH:13]. The catalyst is C(#N)C.[OH-].[Na+].O. The product is [Br:5][C:6]1[CH:11]=[CH:10][C:9]([Br:12])=[CH:8][C:7]=1[O:13][CH2:3][CH2:2][Br:1]. The yield is 0.490.